This data is from Full USPTO retrosynthesis dataset with 1.9M reactions from patents (1976-2016). The task is: Predict the reactants needed to synthesize the given product. (1) Given the product [F:1][C:2]1[CH:3]=[CH:4][C:5]([C:8]2[O:9][C:10]3[CH:19]=[C:18]([N:20]([CH3:25])[S:21]([CH3:24])(=[O:22])=[O:23])[C:17]([C:26]4[CH:27]=[CH:28][CH:29]=[CH:30][CH:31]=4)=[CH:16][C:11]=3[C:12]=2[C:65]([NH:63][CH3:62])=[O:66])=[CH:6][CH:7]=1, predict the reactants needed to synthesize it. The reactants are: [F:1][C:2]1[CH:7]=[CH:6][C:5]([C:8]2[O:9][C:10]3[CH:19]=[C:18]([N:20]([CH3:25])[S:21]([CH3:24])(=[O:23])=[O:22])[C:17]([C:26]4[CH:31]=[CH:30][CH:29]=[CH:28][CH:27]=4)=[CH:16][C:11]=3[C:12]=2C(O)=O)=[CH:4][CH:3]=1.C1C=CC2N(O)N=NC=2C=1.CCN=C=NCCCN(C)C.CN.CCN(CC)CC.[CH3:62][N:63]([CH:65]=[O:66])C. (2) The reactants are: ClCCCCS(N)(=O)=O.C1CNS(=O)(=O)CC1.C([O:21][CH2:22][CH2:23][CH2:24][CH2:25]Cl)(=O)C.[S:27]([O-:30])([O-:29])=[O:28].[Na+:31].[Na+].Cl. Given the product [OH:21][CH2:22][CH2:23][CH2:24][CH2:25][S:27]([O-:30])(=[O:29])=[O:28].[Na+:31], predict the reactants needed to synthesize it. (3) Given the product [CH:15]([C:16]1[CH:21]=[CH:20][C:19]2[C:22]3[S:23][C:24]4[CH:31]=[C:30]([CH:32]=[CH:50][C:49]5[CH:4]=[CH:3][CH:2]=[CH:52][CH:48]=5)[CH:29]=[CH:28][C:25]=4[C:26]=3[S:27][C:18]=2[CH:17]=1)=[CH:45][C:39]1[CH:44]=[CH:43][CH:42]=[CH:41][CH:40]=1, predict the reactants needed to synthesize it. The reactants are: [Li+].[CH3:2][CH:3]([N-]C(C)C)[CH3:4].C(P([CH2:15][C:16]1[CH:21]=[CH:20][C:19]2[C:22]3[S:23][C:24]4[CH:31]=[C:30]([CH2:32]P(CC)(CC)=O)[CH:29]=[CH:28][C:25]=4[C:26]=3[S:27][C:18]=2[CH:17]=1)(CC)=O)C.[CH:39]1([CH:45]=O)[CH2:44][CH2:43][CH2:42][CH2:41][CH2:40]1.O.[CH2:48]1[CH2:52]O[CH2:50][CH2:49]1. (4) Given the product [Cl:26][CH2:10][CH2:9][C:6]1[CH:7]=[CH:8][C:3]([C:12]2[CH:17]=[CH:16][C:15]([S:29]([OH:32])(=[O:31])=[O:30])=[CH:14][CH:13]=2)=[CH:4][CH:5]=1, predict the reactants needed to synthesize it. The reactants are: [OH-].[Na+].[C:3]1([C:12]2[CH:17]=[CH:16][CH:15]=[CH:14][CH:13]=2)[CH:8]=[CH:7][C:6]([CH2:9][CH2:10]O)=[CH:5][CH:4]=1.CN(C)C(=O)C.S(Cl)([Cl:26])=O.Cl[S:29]([OH:32])(=[O:31])=[O:30]. (5) Given the product [NH2:26][C:2]1[C:3]2[C:4](=[N:8][N:9]([CH2:11][C:12]3[CH:17]=[CH:16][C:15]([CH2:18][N:19]4[CH:24]=[CH:23][CH:22]=[CH:21][C:20]4=[O:25])=[CH:14][CH:13]=3)[CH:10]=2)[N:5]=[CH:6][N:7]=1, predict the reactants needed to synthesize it. The reactants are: Cl[C:2]1[C:3]2[C:4](=[N:8][N:9]([CH2:11][C:12]3[CH:17]=[CH:16][C:15]([CH2:18][N:19]4[CH:24]=[CH:23][CH:22]=[CH:21][C:20]4=[O:25])=[CH:14][CH:13]=3)[CH:10]=2)[N:5]=[CH:6][N:7]=1.[NH3:26]. (6) Given the product [F:58][C:59]1[CH:60]=[C:61]([CH2:62][CH:15]([NH:14][C:12](=[O:13])[CH2:11][C:6]2[C:5]3[C:9](=[CH:10][CH:2]=[C:3]([OH:55])[CH:4]=3)[NH:8][CH:7]=2)[C:23]2[C:28]([C:41]3[CH:42]=[CH:43][C:38]([O:37][CH3:36])=[CH:39][C:40]=3[CH3:47])=[CH:27][CH:26]=[CH:25][N:24]=2)[CH:65]=[C:66]([F:68])[CH:67]=1, predict the reactants needed to synthesize it. The reactants are: O[C:2]1[CH:10]=[C:9]2[C:5]([C:6]([CH2:11][C:12]([NH:14][CH:15]([C:23]3[C:28](C4C=CC=CC=4C)=[CH:27][CH:26]=[CH:25][N:24]=3)CC3C=CC=CC=3)=[O:13])=[CH:7][NH:8]2)=[CH:4][CH:3]=1.[CH3:36][O:37][C:38]1[CH:43]=[CH:42][C:41](B(O)O)=[C:40]([CH3:47])[CH:39]=1.C1(C)C=CC=CC=1B(O)[OH:55].[F:58][C:59]1[CH:60]=[C:61]([CH:65]=[C:66]([F:68])[CH:67]=1)[CH2:62][Mg]Cl.C([Mg]Cl)C1C=CC=CC=1.